This data is from Full USPTO retrosynthesis dataset with 1.9M reactions from patents (1976-2016). The task is: Predict the reactants needed to synthesize the given product. (1) Given the product [C:31]1([C:2]2[C:7](=[O:8])[N:6]([CH2:9][C:10]([NH:12][CH2:13][C:14]3[CH:19]=[CH:18][N:17]=[CH:16][CH:15]=3)=[O:11])[N:5]=[CH:4][C:3]=2[NH:20][C@@H:21]2[CH2:26][C@@H:25]3[CH2:27][C@@H:23]([C:24]3([CH3:29])[CH3:28])[C@H:22]2[CH3:30])[CH:36]=[CH:35][CH:34]=[CH:33][CH:32]=1, predict the reactants needed to synthesize it. The reactants are: Br[C:2]1[C:7](=[O:8])[N:6]([CH2:9][C:10]([NH:12][CH2:13][C:14]2[CH:19]=[CH:18][N:17]=[CH:16][CH:15]=2)=[O:11])[N:5]=[CH:4][C:3]=1[NH:20][C@@H:21]1[CH2:26][C@@H:25]2[CH2:27][C@@H:23]([C:24]2([CH3:29])[CH3:28])[C@H:22]1[CH3:30].[C:31]1(B(O)O)[CH:36]=[CH:35][CH:34]=[CH:33][CH:32]=1. (2) Given the product [C:1]([O:5][C:6]([C@H:8]([CH3:12])[C:9]([NH:55][C:56]1[CH:57]=[C:58]([C:62]2[N:71]=[C:70]([NH:72][C:73]3[CH:74]=[C:75]4[C:79](=[CH:80][CH:81]=3)[N:78]([C:82]([O:84][C:85]([CH3:88])([CH3:87])[CH3:86])=[O:83])[N:77]=[CH:76]4)[C:69]3[C:64](=[CH:65][CH:66]=[CH:67][CH:68]=3)[N:63]=2)[CH:59]=[CH:60][CH:61]=1)=[O:11])=[O:7])([CH3:2])([CH3:3])[CH3:4], predict the reactants needed to synthesize it. The reactants are: [C:1]([O:5][C:6]([C@H:8]([CH3:12])[C:9]([OH:11])=O)=[O:7])([CH3:4])([CH3:3])[CH3:2].C1CN([P+](ON2N=NC3C=CC=CC2=3)(N2CCCC2)N2CCCC2)CC1.F[P-](F)(F)(F)(F)F.CCN(C(C)C)C(C)C.[NH2:55][C:56]1[CH:57]=[C:58]([C:62]2[N:71]=[C:70]([NH:72][C:73]3[CH:74]=[C:75]4[C:79](=[CH:80][CH:81]=3)[N:78]([C:82]([O:84][C:85]([CH3:88])([CH3:87])[CH3:86])=[O:83])[N:77]=[CH:76]4)[C:69]3[C:64](=[CH:65][CH:66]=[CH:67][CH:68]=3)[N:63]=2)[CH:59]=[CH:60][CH:61]=1. (3) Given the product [C:22]([O:21][C:19]([N:26]1[CH2:31][CH2:30][N:29]([C:6]2[CH:7]=[CH:8][CH:9]=[C:10]3[C:5]=2[CH:4]=[CH:3][N:2]=[CH:1]3)[CH2:28][CH2:27]1)=[O:20])([CH3:25])([CH3:23])[CH3:24], predict the reactants needed to synthesize it. The reactants are: [CH:1]1[C:10]2[C:5](=[C:6](OS(C(F)(F)F)(=O)=O)[CH:7]=[CH:8][CH:9]=2)[CH:4]=[CH:3][N:2]=1.[C:19]([N:26]1[CH2:31][CH2:30][NH:29][CH2:28][CH2:27]1)([O:21][C:22]([CH3:25])([CH3:24])[CH3:23])=[O:20]. (4) Given the product [Br:3][C:14]1[CH:13]=[CH:12][C:11]2[C:16](=[C:7]([Br:6])[CH:8]=[CH:9][CH:10]=2)[N:15]=1, predict the reactants needed to synthesize it. The reactants are: P(Br)(Br)([Br:3])=O.[Br:6][C:7]1[CH:8]=[CH:9][CH:10]=[C:11]2[C:16]=1[NH:15][C:14](=O)[CH:13]=[CH:12]2. (5) Given the product [O:1]1[C:6]2[CH:7]=[CH:8][C:9]([CH2:11][N:12]([CH:20]3[CH2:25][CH2:24][N:23]([CH2:26][CH2:27][N:28]4[C:37]5[C:32](=[C:33]([C:40](=[O:43])[CH2:41][CH3:42])[CH:34]=[C:35]([O:38][CH3:39])[CH:36]=5)[CH:31]=[CH:30][C:29]4=[O:44])[CH2:22][CH2:21]3)[C:13](=[O:19])[O:14][C:15]([CH3:17])([CH3:18])[CH3:16])=[CH:10][C:5]=2[O:4][CH2:3][CH2:2]1, predict the reactants needed to synthesize it. The reactants are: [O:1]1[C:6]2[CH:7]=[CH:8][C:9]([CH2:11][N:12]([CH:20]3[CH2:25][CH2:24][N:23]([CH2:26][CH2:27][N:28]4[C:37]5[C:32](=[C:33]([CH:40]([OH:43])[CH2:41][CH3:42])[CH:34]=[C:35]([O:38][CH3:39])[CH:36]=5)[CH:31]=[CH:30][C:29]4=[O:44])[CH2:22][CH2:21]3)[C:13](=[O:19])[O:14][C:15]([CH3:18])([CH3:17])[CH3:16])=[CH:10][C:5]=2[O:4][CH2:3][CH2:2]1.CC(OI1(OC(C)=O)(OC(C)=O)OC(=O)C2C=CC=CC1=2)=O.C(=O)([O-])O.[Na+]. (6) Given the product [CH3:24][O:23][C:20]1[CH:21]=[CH:22][C:17]([N:14]2[CH2:13][CH2:12][N:11]([C:9]3[S:10][C:6](/[CH:5]=[CH:4]/[C:3]([OH:32])=[O:2])=[C:7]([C:25]4[CH:30]=[CH:29][CH:28]=[CH:27][CH:26]=4)[N:8]=3)[CH2:16][CH2:15]2)=[CH:18][CH:19]=1, predict the reactants needed to synthesize it. The reactants are: C[O:2][C:3](=[O:32])/[C:4](/C)=[CH:5]/[C:6]1[S:10][C:9]([N:11]2[CH2:16][CH2:15][N:14]([C:17]3[CH:22]=[CH:21][C:20]([O:23][CH3:24])=[CH:19][CH:18]=3)[CH2:13][CH2:12]2)=[N:8][C:7]=1[C:25]1[CH:30]=[CH:29][CH:28]=[CH:27][CH:26]=1.[OH-].[Li+].